This data is from Full USPTO retrosynthesis dataset with 1.9M reactions from patents (1976-2016). The task is: Predict the reactants needed to synthesize the given product. (1) The reactants are: Br[CH2:2][C:3]([C:5]1[CH:14]=[CH:13][C:12]2[CH:11]([CH3:15])[CH2:10][CH2:9][CH:8]([CH3:16])[C:7]=2[CH:6]=1)=O.C(OC([N:24]1[CH2:29][CH2:28][CH:27]([C:30](=[S:32])[NH2:31])[CH2:26][CH2:25]1)=O)(C)(C)C.Br. Given the product [CH3:15][CH:11]1[CH2:10][CH2:9][CH:8]([CH3:16])[C:7]2[CH:6]=[C:5]([C:3]3[N:31]=[C:30]([CH:27]4[CH2:28][CH2:29][NH:24][CH2:25][CH2:26]4)[S:32][CH:2]=3)[CH:14]=[CH:13][C:12]1=2, predict the reactants needed to synthesize it. (2) Given the product [Br:1][C:2]1[CH:24]=[C:23]([CH3:25])[C:22]([C:26]([F:27])([F:28])[F:29])=[CH:21][C:3]=1[CH2:4][N:5]([CH2:6][C:7]1[CH:12]=[C:11]([C:13]([F:15])([F:16])[F:14])[CH:10]=[C:9]([C:17]([F:18])([F:19])[F:20])[CH:8]=1)[C:37]#[N:36], predict the reactants needed to synthesize it. The reactants are: [Br:1][C:2]1[CH:24]=[C:23]([CH3:25])[C:22]([C:26]([F:29])([F:28])[F:27])=[CH:21][C:3]=1[CH2:4][NH:5][CH2:6][C:7]1[CH:12]=[C:11]([C:13]([F:16])([F:15])[F:14])[CH:10]=[C:9]([C:17]([F:20])([F:19])[F:18])[CH:8]=1.C(=O)([O-])[O-].[Na+].[Na+].[N:36]#[C:37]Br. (3) Given the product [F:1][CH2:2][C@H:3]([C:5]1[CH:6]=[CH:7][C:8]([S:11]([NH:14][C:15]2[CH:16]=[C:17]3[O:24][CH2:23][CH:22]([NH:25][CH2:26][CH2:27][CH3:28])[CH2:21][C:18]3=[N:19][CH:20]=2)(=[O:13])=[O:12])=[CH:9][CH:10]=1)[CH3:4], predict the reactants needed to synthesize it. The reactants are: [F:1][CH2:2][C@H:3]([C:5]1[CH:10]=[CH:9][C:8]([S:11]([NH:14][C:15]2[CH:16]=[C:17]3[O:24][CH2:23][CH:22]([NH:25][C:26](=O)[CH2:27][CH3:28])[CH2:21][C:18]3=[N:19][CH:20]=2)(=[O:13])=[O:12])=[CH:7][CH:6]=1)[CH3:4].B.C1COCC1.